Predict which catalyst facilitates the given reaction. From a dataset of Catalyst prediction with 721,799 reactions and 888 catalyst types from USPTO. (1) Reactant: [F:1][C:2]1[C:7]([C:8]2[CH:9]=[C:10]([CH:21]=[O:22])[S:11][C:12]=2[S:13]([N:16]2[CH:20]=[CH:19][CH:18]=[CH:17]2)(=[O:15])=[O:14])=[CH:6][CH:5]=[CH:4][N:3]=1.[C:33]([O:32][BH-]([O:32][C:33](=[O:35])[CH3:34])[O:32][C:33](=[O:35])[CH3:34])(=[O:35])[CH3:34].[Na+].S([O-])([O-])(=O)=[O:38].[Mg+2].Cl.[CH3:44][NH2:45]. Product: [C:33]([OH:32])(=[O:35])/[CH:34]=[CH:10]/[C:21]([OH:22])=[O:38].[F:1][C:2]1[C:7]([C:8]2[CH:9]=[C:10]([CH2:21][NH:45][CH3:44])[S:11][C:12]=2[S:13]([N:16]2[CH:20]=[CH:19][CH:18]=[CH:17]2)(=[O:15])=[O:14])=[CH:6][CH:5]=[CH:4][N:3]=1. The catalyst class is: 5. (2) The catalyst class is: 45. Product: [F:22][C:20]([F:21])([F:23])[C:17]1[CH:16]=[CH:15][C:14]([C:13]2[C:7]3[O:6][CH:5]([CH2:4][NH2:1])[CH2:9][C:8]=3[CH:10]=[CH:11][CH:12]=2)=[CH:19][CH:18]=1. Reactant: [N:1]([CH2:4][CH:5]1[CH2:9][C:8]2[CH:10]=[CH:11][CH:12]=[C:13]([C:14]3[CH:19]=[CH:18][C:17]([C:20]([F:23])([F:22])[F:21])=[CH:16][CH:15]=3)[C:7]=2[O:6]1)=[N+]=[N-]. (3) Reactant: Cl[C:2]([O:4][CH2:5][C:6]([Cl:9])([Cl:8])[Cl:7])=[O:3].N1C=CC=CC=1.[CH:16]([O:19][CH:20]([O:34][CH:35]([CH3:37])[CH3:36])[C:21]([CH3:33])([CH3:32])[C:22](=[O:31])[CH2:23][C@@H:24]([OH:30])[C@@H:25]([CH3:29])[CH2:26][CH:27]=[CH2:28])([CH3:18])[CH3:17].[Na+].[Cl-]. Product: [CH:35]([O:34][CH:20]([O:19][CH:16]([CH3:18])[CH3:17])[C:21]([CH3:32])([CH3:33])[C:22](=[O:31])[CH2:23][C@@H:24]([O:30][C:2]([O:4][CH2:5][C:6]([Cl:9])([Cl:8])[Cl:7])=[O:3])[C@@H:25]([CH3:29])[CH2:26][CH:27]=[CH2:28])([CH3:37])[CH3:36]. The catalyst class is: 2. (4) Reactant: [OH:1][CH:2]1[C:6](=O)[N:5]([C@@H:8]([C:10]2[CH:15]=[CH:14][CH:13]=[CH:12][CH:11]=2)[CH3:9])[CH2:4][C@@:3]1([CH3:23])[C:16]([O:18][C:19]([CH3:22])([CH3:21])[CH3:20])=[O:17].B.O.C(O)C. Product: [OH:1][CH:2]1[CH2:6][N:5]([C@@H:8]([C:10]2[CH:11]=[CH:12][CH:13]=[CH:14][CH:15]=2)[CH3:9])[CH2:4][C@@:3]1([CH3:23])[C:16]([O:18][C:19]([CH3:22])([CH3:21])[CH3:20])=[O:17]. The catalyst class is: 571. (5) Reactant: Br[CH2:2][C:3]([O:5][CH2:6][CH2:7][O:8][C:9]([C:11]1[N:12]([CH2:28][C:29]2[CH:34]=[CH:33][C:32]([C:35]([F:38])([F:37])[F:36])=[CH:31][CH:30]=2)[CH:13]=[C:14]([NH:16][C:17]([NH:19][C:20]2[CH:25]=[CH:24][C:23]([Cl:26])=[CH:22][C:21]=2[CH3:27])=[O:18])[N:15]=1)=[O:10])=[O:4].[I-].[Na+].[NH:41]1[CH2:46][CH2:45][O:44][CH2:43][CH2:42]1.CS(C)=O. Product: [Cl:26][C:23]1[CH:24]=[CH:25][C:20]([NH:19][C:17]([NH:16][C:14]2[N:15]=[C:11]([C:9]([O:8][CH2:7][CH2:6][O:5][C:3](=[O:4])[CH2:2][N:41]3[CH2:46][CH2:45][O:44][CH2:43][CH2:42]3)=[O:10])[N:12]([CH2:28][C:29]3[CH:34]=[CH:33][C:32]([C:35]([F:38])([F:37])[F:36])=[CH:31][CH:30]=3)[CH:13]=2)=[O:18])=[C:21]([CH3:27])[CH:22]=1. The catalyst class is: 57. (6) Reactant: [Br:1][C:2]1[CH:3]=[CH:4][CH:5]=[C:6]2[C:11]=1[CH2:10][N:9]([C:12]([O:14][C:15]([CH3:18])([CH3:17])[CH3:16])=[O:13])[CH2:8][CH:7]2O.C(=O)=O.CC(C)=O.CCN(S(F)(F)[F:33])CC. Product: [Br:1][C:2]1[CH:3]=[CH:4][CH:5]=[C:6]2[C:11]=1[CH2:10][N:9]([C:12]([O:14][C:15]([CH3:18])([CH3:17])[CH3:16])=[O:13])[CH2:8][CH:7]2[F:33]. The catalyst class is: 2.